Predict the reactants needed to synthesize the given product. From a dataset of Full USPTO retrosynthesis dataset with 1.9M reactions from patents (1976-2016). (1) Given the product [Br:1][C:2]1[CH:15]=[CH:14][C:13]2[C:4](=[C:5]([CH:17]=[O:18])[C:6]3[C:11]([C:12]=2[CH:16]=[O:19])=[CH:10][CH:9]=[CH:8][CH:7]=3)[CH:3]=1, predict the reactants needed to synthesize it. The reactants are: [Br:1][C:2]1[CH:15]=[CH:14][C:13]2[CH:12]3[CH:16]([OH:19])[CH:17]([OH:18])[CH:5]([C:6]4[C:11]3=[CH:10][CH:9]=[CH:8][CH:7]=4)[C:4]=2[CH:3]=1.C([O-])(=O)C.C([O-])(=O)C.C([O-])(=O)C.C([O-])(=O)C.[Pb+4].C(=O)([O-])[O-].[Na+].[Na+]. (2) Given the product [C:1]([O:5][C:6]([N:8]1[C@H:17]([C:18](=[O:19])[NH:61][C@H:44]([C:43]([O:42][CH3:41])=[O:62])[CH2:45][C:46]2[CH:47]=[CH:48][C:49]([O:52][C:53]3[CH:58]=[CH:57][N:56]=[C:55]([CH3:59])[C:54]=3[CH3:60])=[CH:50][CH:51]=2)[CH2:16][C:15]2[CH:14]=[C:13]3[O:21][CH2:22][C@H:23]([C:25]4[CH:30]=[CH:29][C:28]([O:31][CH2:32][CH:33]5[CH2:38][CH2:37][CH2:36][CH2:35][CH2:34]5)=[CH:27][CH:26]=4)[O:24][C:12]3=[CH:11][C:10]=2[CH2:9]1)=[O:7])([CH3:4])([CH3:2])[CH3:3], predict the reactants needed to synthesize it. The reactants are: [C:1]([O:5][C:6]([N:8]1[C@H:17]([C:18](O)=[O:19])[CH2:16][C:15]2[CH:14]=[C:13]3[O:21][CH2:22][C@H:23]([C:25]4[CH:30]=[CH:29][C:28]([O:31][CH2:32][CH:33]5[CH2:38][CH2:37][CH2:36][CH2:35][CH2:34]5)=[CH:27][CH:26]=4)[O:24][C:12]3=[CH:11][C:10]=2[CH2:9]1)=[O:7])([CH3:4])([CH3:3])[CH3:2].Cl.Cl.[CH3:41][O:42][C:43](=[O:62])[C@@H:44]([NH2:61])[CH2:45][C:46]1[CH:51]=[CH:50][C:49]([O:52][C:53]2[CH:58]=[CH:57][N:56]=[C:55]([CH3:59])[C:54]=2[CH3:60])=[CH:48][CH:47]=1.